This data is from Forward reaction prediction with 1.9M reactions from USPTO patents (1976-2016). The task is: Predict the product of the given reaction. (1) Given the reactants C([Li])CCC.C(NC(C)C)(C)C.[Cl:13][C:14]1[CH:19]=[CH:18][C:17]([Cl:20])=[CH:16][N:15]=1.[F:21][C:22]1[CH:29]=[CH:28][CH:27]=[C:26]([F:30])[C:23]=1[CH:24]=[O:25].Cl, predict the reaction product. The product is: [Cl:13][C:14]1[CH:19]=[C:18]([CH:24]([C:23]2[C:22]([F:21])=[CH:29][CH:28]=[CH:27][C:26]=2[F:30])[OH:25])[C:17]([Cl:20])=[CH:16][N:15]=1. (2) Given the reactants [NH2:1][C:2]1[N:3]=[CH:4][C:5]2[S:10][C:9](=S)[NH:8][C:6]=2[N:7]=1.[OH2:12].Cl[O-].[Na+].Cl, predict the reaction product. The product is: [NH2:1][C:2]1[N:3]=[CH:4][C:5]2[S:10][C:9](=[O:12])[NH:8][C:6]=2[N:7]=1.